This data is from Forward reaction prediction with 1.9M reactions from USPTO patents (1976-2016). The task is: Predict the product of the given reaction. Given the reactants [Cl:1][C:2]1[CH:7]=[CH:6][CH:5]=[C:4]([Cl:8])[C:3]=1[CH2:9][S:10]([C:13]1[CH:14]=[C:15]2[C:19](=[CH:20][CH:21]=1)[NH:18][C:17](=[O:22])/[C:16]/2=[CH:23]\[C:24]1[NH:28][C:27]([CH3:29])=[C:26]([C:30]([OH:32])=O)[C:25]=1[CH3:33])(=[O:12])=[O:11].C1C=CC2N(O)N=NC=2C=1.CCN=C=NCCCN(C)C.Cl.[C:56]([O:60][C:61]([N:63]1[CH2:68][CH2:67][N:66]([CH2:69][CH2:70][NH2:71])[CH2:65][CH2:64]1)=[O:62])([CH3:59])([CH3:58])[CH3:57], predict the reaction product. The product is: [C:56]([O:60][C:61]([N:63]1[CH2:64][CH2:65][N:66]([CH2:69][CH2:70][NH:71][C:30]([C:26]2[C:25]([CH3:33])=[C:24](/[CH:23]=[C:16]3\[C:17](=[O:22])[NH:18][C:19]4[C:15]\3=[CH:14][C:13]([S:10]([CH2:9][C:3]3[C:2]([Cl:1])=[CH:7][CH:6]=[CH:5][C:4]=3[Cl:8])(=[O:11])=[O:12])=[CH:21][CH:20]=4)[NH:28][C:27]=2[CH3:29])=[O:32])[CH2:67][CH2:68]1)=[O:62])([CH3:59])([CH3:58])[CH3:57].